Predict the product of the given reaction. From a dataset of Forward reaction prediction with 1.9M reactions from USPTO patents (1976-2016). (1) Given the reactants [F:1][C:2]1[C:7]([O:8][CH3:9])=[CH:6][C:5]([O:10][CH3:11])=[C:4]([F:12])[C:3]=1[N:13]1[CH2:18][C:17]2[CH:19]=[N:20][C:21]([C:23]3[C:24]([CH3:29])=[N:25][N:26]([CH3:28])[CH:27]=3)=[CH:22][C:16]=2[N:15]([CH:30]2[CH2:35][CH2:34][NH:33][CH2:32][CH2:31]2)[C:14]1=[O:36].N1C=CC=CC=1.[C:43](Cl)(=[O:45])[CH3:44], predict the reaction product. The product is: [C:43]([N:33]1[CH2:34][CH2:35][CH:30]([N:15]2[C:16]3[CH:22]=[C:21]([C:23]4[C:24]([CH3:29])=[N:25][N:26]([CH3:28])[CH:27]=4)[N:20]=[CH:19][C:17]=3[CH2:18][N:13]([C:3]3[C:4]([F:12])=[C:5]([O:10][CH3:11])[CH:6]=[C:7]([O:8][CH3:9])[C:2]=3[F:1])[C:14]2=[O:36])[CH2:31][CH2:32]1)(=[O:45])[CH3:44]. (2) Given the reactants [OH:1][C:2]1[CH:14]=[CH:13][C:12]2[C:11]3[C:6](=[CH:7][CH:8]=[CH:9][CH:10]=3)[NH:5][C:4]=2[C:3]=1[O:15][CH2:16][CH2:17][CH2:18][N:19]([C:24]1[CH:29]=[CH:28][C:27]([O:30][CH2:31][CH2:32][CH:33]([C:36]#[N:37])[CH2:34][CH3:35])=[CH:26][CH:25]=1)[CH2:20][CH:21]([CH3:23])[CH3:22].C(=O)([O-])[O-:39].[K+].[K+].OO, predict the reaction product. The product is: [OH:1][C:2]1[CH:14]=[CH:13][C:12]2[C:11]3[C:6](=[CH:7][CH:8]=[CH:9][CH:10]=3)[NH:5][C:4]=2[C:3]=1[O:15][CH2:16][CH2:17][CH2:18][N:19]([C:24]1[CH:29]=[CH:28][C:27]([O:30][CH2:31][CH2:32][CH:33]([C:36](=[O:39])[NH2:37])[CH2:34][CH3:35])=[CH:26][CH:25]=1)[CH2:20][CH:21]([CH3:22])[CH3:23]. (3) Given the reactants [Br:1][C:2]1[CH:3]=[C:4]([C:8]([CH3:13])([CH2:11][OH:12])[CH2:9]O)[CH:5]=[CH:6][CH:7]=1.C1C=CC(P(C2C=CC=CC=2)C2C=CC=CC=2)=CC=1.CCOC(/N=N/C(OCC)=O)=O, predict the reaction product. The product is: [Br:1][C:2]1[CH:3]=[C:4]([C:8]2([CH3:13])[CH2:11][O:12][CH2:9]2)[CH:5]=[CH:6][CH:7]=1. (4) Given the reactants N(OC(C)(C)C)=O.[CH2:8]([O:10][C:11]([C:13]1[NH:14][C:15]2[C:20]([CH:21]=1)=[C:19]([O:22][C:23]1[CH:28]=[CH:27][C:26]([CH3:29])=[CH:25][C:24]=1N)[CH:18]=[CH:17][CH:16]=2)=[O:12])[CH3:9], predict the reaction product. The product is: [CH2:8]([O:10][C:11]([C:13]1[NH:14][C:15]2[C:20]([CH:21]=1)=[C:19]([O:22][C:23]1[CH:24]=[CH:25][C:26]([CH3:29])=[CH:27][CH:28]=1)[CH:18]=[CH:17][CH:16]=2)=[O:12])[CH3:9]. (5) The product is: [N+:53]([C:50]1[CH:49]=[CH:48][C:47]([C:45](=[O:46])[CH2:44][NH:43][C:15]([C:7]23[CH2:13][CH:11]4[CH2:10][CH:9]([CH2:14][C:5]([C:3]([O:2][CH3:1])=[O:4])([CH2:12]4)[CH2:6]2)[CH2:8]3)=[O:16])=[CH:52][CH:51]=1)([O-:55])=[O:54]. Given the reactants [CH3:1][O:2][C:3]([C:5]12[CH2:14][CH:9]3[CH2:10][CH:11]([CH2:13][C:7]([C:15](O)=[O:16])([CH2:8]3)[CH2:6]1)[CH2:12]2)=[O:4].CN(C(ON1N=NC2C=CC=NC1=2)=[N+](C)C)C.F[P-](F)(F)(F)(F)F.Cl.[NH2:43][CH2:44][C:45]([C:47]1[CH:52]=[CH:51][C:50]([N+:53]([O-:55])=[O:54])=[CH:49][CH:48]=1)=[O:46].CCN(C(C)C)C(C)C, predict the reaction product. (6) Given the reactants Br[C:2]1[CH:7]=[CH:6][C:5]([N+:8]([O-:10])=[O:9])=[CH:4][N:3]=1.Cl.[OH:12][CH:13]1[CH2:16][NH:15][CH2:14]1.C(=O)([O-])[O-].[K+].[K+], predict the reaction product. The product is: [N+:8]([C:5]1[CH:6]=[CH:7][C:2]([N:15]2[CH2:16][CH:13]([OH:12])[CH2:14]2)=[N:3][CH:4]=1)([O-:10])=[O:9]. (7) Given the reactants [Cl:1][C:2]1[CH:3]=[C:4]2[C:8](=[CH:9][CH:10]=1)[N:7]([C:11]1[N:15]([CH3:16])[N:14]=[C:13]([CH3:17])[C:12]=1[CH2:18][CH2:19][C:20](OCC)=[O:21])[CH:6]=[CH:5]2.[H-].C([Al+]CC(C)C)C(C)C.CO.O, predict the reaction product. The product is: [Cl:1][C:2]1[CH:3]=[C:4]2[C:8](=[CH:9][CH:10]=1)[N:7]([C:11]1[N:15]([CH3:16])[N:14]=[C:13]([CH3:17])[C:12]=1[CH2:18][CH2:19][CH2:20][OH:21])[CH:6]=[CH:5]2.